From a dataset of Tyrosyl-DNA phosphodiesterase HTS with 341,365 compounds. Binary Classification. Given a drug SMILES string, predict its activity (active/inactive) in a high-throughput screening assay against a specified biological target. (1) The molecule is Clc1c(NC(=O)COc2c(nc(cc2)C)[N+]([O-])=O)nc(c(Cl)c1)C. The result is 0 (inactive). (2) The molecule is s1c(C(=O)CC(c2ccccc2)C(O)=O)ccc1. The result is 0 (inactive). (3) The molecule is Clc1cc(COC(=O)c2ncccc2)ccc1Cl. The result is 0 (inactive). (4) The drug is Clc1c(cc(N2C(=O)C3C(C4(OC3(C=C4)C)C)C2=O)cc1)C(OC)=O. The result is 0 (inactive). (5) The compound is S\1C(Cc2ccc(cc2)C)C(=O)N(C1=N/c1ccccc1)c1ccccc1. The result is 0 (inactive). (6) The molecule is S(c1nc2CCCCc2cc1C#N)CC(=O)Nc1sc(nn1)CC. The result is 0 (inactive). (7) The compound is o1nc(nc1N(c1c(OC)cccc1)c1onc(n1)c1cc(OC)c(OC)cc1)c1cc(OC)c(OC)cc1. The result is 0 (inactive).